From a dataset of Catalyst prediction with 721,799 reactions and 888 catalyst types from USPTO. Predict which catalyst facilitates the given reaction. (1) Reactant: [C:1]([O:5][C:6]([N:8]1[CH2:13][CH2:12][C:11]([CH2:21][O:22]CC2C=CC=CC=2)([CH2:14][NH:15][CH2:16][C:17]([F:20])([F:19])[F:18])[CH2:10][CH2:9]1)=[O:7])([CH3:4])([CH3:3])[CH3:2].Cl. Product: [C:1]([O:5][C:6]([N:8]1[CH2:13][CH2:12][C:11]([CH2:21][OH:22])([CH2:14][NH:15][CH2:16][C:17]([F:18])([F:19])[F:20])[CH2:10][CH2:9]1)=[O:7])([CH3:4])([CH3:3])[CH3:2]. The catalyst class is: 19. (2) Reactant: [N:1]1[NH:2][C:3](=[O:16])[CH2:4][CH:5]2[CH2:11][CH2:10][CH2:9][C:8]3[CH:12]=[CH:13][CH:14]=[CH:15][C:7]=3[C:6]=12.[N+](C1C=C(S([O-])(=O)=O)C=CC=1)([O-])=O.[Na+].[OH-].[Na+].Cl. Product: [N:1]1[NH:2][C:3](=[O:16])[CH:4]=[C:5]2[CH2:11][CH2:10][CH2:9][C:8]3[CH:12]=[CH:13][CH:14]=[CH:15][C:7]=3[C:6]=12. The catalyst class is: 6. (3) Reactant: Br[CH2:2][C:3]1[C:7]2[CH:8]=[CH:9][CH:10]=[CH:11][C:6]=2[O:5][CH:4]=1.[B:12]1([B:12]2[O:16][C:15]([CH3:18])([CH3:17])[C:14]([CH3:20])([CH3:19])[O:13]2)[O:16][C:15]([CH3:18])([CH3:17])[C:14]([CH3:20])([CH3:19])[O:13]1.C(=O)([O-])[O-].[K+].[K+]. Product: [O:5]1[C:6]2[CH:11]=[CH:10][CH:9]=[CH:8][C:7]=2[C:3]([CH2:2][B:12]2[O:16][C:15]([CH3:18])([CH3:17])[C:14]([CH3:20])([CH3:19])[O:13]2)=[CH:4]1. The catalyst class is: 755. (4) Reactant: [Br:1][C:2]1[CH:3]=[CH:4][C:5]([OH:11])=[C:6]([C:8](=[O:10])[CH3:9])[CH:7]=1.[Cl:12][C:13]1[CH:14]=[C:15]([CH:18]=[CH:19][CH:20]=1)[CH:16]=O.CCO.[OH-].[Na+]. Product: [Br:1][C:2]1[CH:3]=[CH:4][C:5]([OH:11])=[C:6]([C:8](=[O:10])[CH:9]=[CH:16][C:15]2[CH:18]=[CH:19][CH:20]=[C:13]([Cl:12])[CH:14]=2)[CH:7]=1. The catalyst class is: 310. (5) Reactant: [OH:1][CH2:2][CH2:3][C@@H:4]([NH:24][C:25](=[O:31])OC(C)(C)C)[CH2:5][C:6]1[CH:11]=[CH:10][C:9]([C:12]2[N:13]=[C:14]3[C:19]([CH:20]([OH:22])[CH3:21])=[CH:18][CH:17]=[CH:16][N:15]3[CH:23]=2)=[CH:8][CH:7]=1.Cl.O1CCOCC1.C(N(CC)C(C)C)(C)C.[Cl:48][C:49]1[CH:50]=[C:51]([CH:66]=[CH:67][C:68]=1[O:69][CH:70]([CH3:72])[CH3:71])C(OC1C(F)=C(F)C(F)=C(F)C=1F)=O. Product: [Cl:48][C:49]1[CH:50]=[C:51]([CH:66]=[CH:67][C:68]=1[O:69][CH:70]([CH3:72])[CH3:71])[C:25]([NH:24][C@@H:4]([CH2:5][C:6]1[CH:7]=[CH:8][C:9]([C:12]2[N:13]=[C:14]3[C:19]([CH:20]([OH:22])[CH3:21])=[CH:18][CH:17]=[CH:16][N:15]3[CH:23]=2)=[CH:10][CH:11]=1)[CH2:3][CH2:2][OH:1])=[O:31]. The catalyst class is: 6.